Dataset: Catalyst prediction with 721,799 reactions and 888 catalyst types from USPTO. Task: Predict which catalyst facilitates the given reaction. (1) Reactant: [CH3:1][O:2][CH2:3][O:4][C:5]1[CH:10]=[CH:9][CH:8]=[C:7]([O:11][CH2:12][O:13][CH3:14])[CH:6]=1.[Li]CCCC.[C:20](O[C:20](=[O:23])[CH2:21][CH3:22])(=[O:23])[CH2:21][CH3:22]. Product: [CH3:14][O:13][CH2:12][O:11][C:7]1[CH:8]=[CH:9][CH:10]=[C:5]([O:4][CH2:3][O:2][CH3:1])[C:6]=1[C:20](=[O:23])[CH2:21][CH3:22]. The catalyst class is: 134. (2) Reactant: C[O:2][C:3](=[O:23])[CH:4]([N:11]1[C:19]2[C:14](=[CH:15][CH:16]=[C:17]([F:20])[CH:18]=2)[C:13](=[O:21])[C:12]1=[O:22])[CH2:5][CH:6]1[CH2:10][CH2:9][CH2:8][CH2:7]1.O.[OH-].[Li+]. Product: [CH:6]1([CH2:5][CH:4]([N:11]2[C:19]3[C:14](=[CH:15][CH:16]=[C:17]([F:20])[CH:18]=3)[C:13](=[O:21])[C:12]2=[O:22])[C:3]([OH:23])=[O:2])[CH2:10][CH2:9][CH2:8][CH2:7]1. The catalyst class is: 30. (3) Reactant: [CH2:1]([O:3][CH2:4][CH2:5][O:6][C:7]1[CH:12]=[CH:11][C:10]([C:13]2[CH:18]=[CH:17][C:16]([C:19]([NH:21][NH:22][C:23]([C:25]3[CH:34]=[CH:33][C:28]([C:29]([O:31][CH3:32])=[O:30])=[CH:27][N:26]=3)=O)=O)=[CH:15][CH:14]=2)=[CH:9][CH:8]=1)[CH3:2].C(N(CC)CC)C.P12(SP3(SP(SP(S3)(S1)=S)(=S)S2)=S)=[S:43].O. Product: [CH2:1]([O:3][CH2:4][CH2:5][O:6][C:7]1[CH:12]=[CH:11][C:10]([C:13]2[CH:18]=[CH:17][C:16]([C:19]3[S:43][C:23]([C:25]4[CH:34]=[CH:33][C:28]([C:29]([O:31][CH3:32])=[O:30])=[CH:27][N:26]=4)=[N:22][N:21]=3)=[CH:15][CH:14]=2)=[CH:9][CH:8]=1)[CH3:2]. The catalyst class is: 57. (4) Reactant: [CH2:1]([NH:3][C:4]1[C:9]([CH3:10])=[CH:8][CH:7]=[CH:6][C:5]=1[CH3:11])[CH3:2].[N:12]#[C:13]Br. Product: [CH2:1]([N:3]([C:13]#[N:12])[C:4]1[C:9]([CH3:10])=[CH:8][CH:7]=[CH:6][C:5]=1[CH3:11])[CH3:2]. The catalyst class is: 11. (5) Reactant: [CH:1]([N:4]1[C:8]([C:9]2[CH:14]=[CH:13][N:12]=[C:11]([NH2:15])[N:10]=2)=[CH:7][N:6]=[C:5]1[CH3:16])([CH3:3])[CH3:2].[I:17]N1C(=O)CCC1=O.C(#N)C. Product: [I:17][C:14]1[C:9]([C:8]2[N:4]([CH:1]([CH3:3])[CH3:2])[C:5]([CH3:16])=[N:6][CH:7]=2)=[N:10][C:11]([NH2:15])=[N:12][CH:13]=1. The catalyst class is: 15. (6) Reactant: [CH2:1]([N:8]1[CH2:13][CH2:12][C@H:11]([OH:14])[C@H:10]([CH3:15])[CH2:9]1)[C:2]1[CH:7]=[CH:6][CH:5]=[CH:4][CH:3]=1.[H-].[Na+].I[CH3:19]. Product: [CH2:1]([N:8]1[CH2:13][CH2:12][C@H:11]([O:14][CH3:19])[C@H:10]([CH3:15])[CH2:9]1)[C:2]1[CH:3]=[CH:4][CH:5]=[CH:6][CH:7]=1. The catalyst class is: 7. (7) Reactant: [F:1][C:2]1[CH:3]=[C:4]([CH:8]=[C:9]([OH:11])[CH:10]=1)[C:5]([OH:7])=O.CN(C(ON1N=NC2C=CC=NC1=2)=[N+](C)C)C.F[P-](F)(F)(F)(F)F.[NH:36]1[CH2:41][CH2:40][O:39][CH2:38][CH2:37]1. Product: [F:1][C:2]1[CH:3]=[C:4]([C:5]([N:36]2[CH2:41][CH2:40][O:39][CH2:38][CH2:37]2)=[O:7])[CH:8]=[C:9]([OH:11])[CH:10]=1. The catalyst class is: 3.